This data is from Forward reaction prediction with 1.9M reactions from USPTO patents (1976-2016). The task is: Predict the product of the given reaction. (1) The product is: [C:11]([C:15]1[CH:16]=[CH:17][C:18]2[N+:23]([O-:24])=[N:22][C:21]([NH:7][CH2:6][CH2:5][N:4]([CH2:8][CH2:9][CH3:10])[CH2:1][CH2:2][CH3:3])=[N:20][C:19]=2[CH:26]=1)([CH3:14])([CH3:12])[CH3:13]. Given the reactants [CH2:1]([N:4]([CH2:8][CH2:9][CH3:10])[CH2:5][CH2:6][NH2:7])[CH2:2][CH3:3].[C:11]([C:15]1[CH:16]=[CH:17][C:18]2[N+:23]([O-:24])=[N:22][C:21](Cl)=[N:20][C:19]=2[CH:26]=1)([CH3:14])([CH3:13])[CH3:12], predict the reaction product. (2) Given the reactants [CH3:1][O:2][C:3]1[CH:8]=[CH:7][CH:6]=[CH:5][C:4]=1[C:9]1[N:10]=[CH:11][N:12]([CH3:16])[C:13]=1[CH2:14][OH:15], predict the reaction product. The product is: [CH3:1][O:2][C:3]1[CH:8]=[CH:7][CH:6]=[CH:5][C:4]=1[C:9]1[N:10]=[CH:11][N:12]([CH3:16])[C:13]=1[CH:14]=[O:15].